This data is from Forward reaction prediction with 1.9M reactions from USPTO patents (1976-2016). The task is: Predict the product of the given reaction. (1) Given the reactants Cl[CH2:2][C:3]1[C:4]([C:9]2[CH:14]=[CH:13][CH:12]=[CH:11][C:10]=2[O:15][CH3:16])=[N:5][CH:6]=[CH:7][CH:8]=1.[OH:17][C:18]1[C:19]([CH:26]=[O:27])=[CH:20][C:21]([O:24][CH3:25])=[N:22][CH:23]=1.C(=O)([O-])[O-].[K+].[K+], predict the reaction product. The product is: [CH3:25][O:24][C:21]1[CH:20]=[C:19]([CH:26]=[O:27])[C:18]([O:17][CH2:2][C:3]2[C:4]([C:9]3[CH:14]=[CH:13][CH:12]=[CH:11][C:10]=3[O:15][CH3:16])=[N:5][CH:6]=[CH:7][CH:8]=2)=[CH:23][N:22]=1. (2) Given the reactants [Br:1][C:2]1[CH:7]=[C:6]([NH2:8])[C:5]([N+:9]([O-])=O)=[CH:4][N:3]=1, predict the reaction product. The product is: [Br:1][C:2]1[N:3]=[CH:4][C:5]([NH2:9])=[C:6]([NH2:8])[CH:7]=1. (3) Given the reactants [NH2:1][C:2]1[C:7]2=[CH:8][CH:9]=[C:10]([C:11]3(O)[C@H:15]([O:16][CH2:17][C:18]4[CH:23]=[CH:22][CH:21]=[CH:20][CH:19]=4)[C@H:14]([O:24][CH2:25][C:26]4[CH:31]=[CH:30][CH:29]=[CH:28][CH:27]=4)[C@@H:13]([CH2:32][O:33][CH2:34][C:35]4[CH:40]=[CH:39][CH:38]=[CH:37][CH:36]=4)[O:12]3)[N:6]2[N:5]=[CH:4][N:3]=1.FC(F)(F)C(O)=O.[Si](OS(C(F)(F)F)(=O)=O)(C)(C)C.[Si]([C:65]#[N:66])(C)(C)C, predict the reaction product. The product is: [NH2:1][C:2]1[C:7]2=[CH:8][CH:9]=[C:10]([C@@:11]3([C:65]#[N:66])[C@H:15]([O:16][CH2:17][C:18]4[CH:23]=[CH:22][CH:21]=[CH:20][CH:19]=4)[C@H:14]([O:24][CH2:25][C:26]4[CH:27]=[CH:28][CH:29]=[CH:30][CH:31]=4)[C@@H:13]([CH2:32][O:33][CH2:34][C:35]4[CH:40]=[CH:39][CH:38]=[CH:37][CH:36]=4)[O:12]3)[N:6]2[N:5]=[CH:4][N:3]=1. (4) Given the reactants [CH3:1][O:2][C:3]1[CH:8]=[CH:7][CH:6]=[CH:5][C:4]=1[NH:9][C:10](=[O:28])[NH:11][C:12]1[CH:17]=[CH:16][C:15]([CH2:18][C:19]([O:21]C(C)(C)C)=[O:20])=[CH:14][C:13]=1[O:26][CH3:27].FC(F)(F)C(O)=O, predict the reaction product. The product is: [CH3:1][O:2][C:3]1[CH:8]=[CH:7][CH:6]=[CH:5][C:4]=1[NH:9][C:10](=[O:28])[NH:11][C:12]1[CH:17]=[CH:16][C:15]([CH2:18][C:19]([OH:21])=[O:20])=[CH:14][C:13]=1[O:26][CH3:27]. (5) Given the reactants [CH2:1]([O:3][C:4](=[O:29])[CH2:5][C:6]1[CH:11]=[CH:10][C:9]([O:12][CH3:13])=[C:8]([O:14][C:15]2[CH:20]=[CH:19][C:18]([NH2:21])=[CH:17][C:16]=2[CH2:22][N:23]2[CH2:27][CH2:26][O:25][C:24]2=[O:28])[CH:7]=1)[CH3:2].[F:30][C:31]1[CH:39]=[CH:38][C:37]([C:40]([F:43])([F:42])[F:41])=[CH:36][C:32]=1[C:33](Cl)=[O:34], predict the reaction product. The product is: [CH2:1]([O:3][C:4](=[O:29])[CH2:5][C:6]1[CH:11]=[CH:10][C:9]([O:12][CH3:13])=[C:8]([O:14][C:15]2[CH:20]=[CH:19][C:18]([NH:21][C:33](=[O:34])[C:32]3[CH:36]=[C:37]([C:40]([F:41])([F:42])[F:43])[CH:38]=[CH:39][C:31]=3[F:30])=[CH:17][C:16]=2[CH2:22][N:23]2[CH2:27][CH2:26][O:25][C:24]2=[O:28])[CH:7]=1)[CH3:2]. (6) Given the reactants [CH3:1][O:2][C:3]1[CH:8]=[CH:7][C:6]([NH:9][S:10]([C:13]2[CH:35]=[CH:34][C:16]([O:17][CH2:18][C:19]([O:21][CH2:22][CH2:23][S:24]([C:27]3[CH:32]=[CH:31][C:30]([CH3:33])=[CH:29][CH:28]=3)(=[O:26])=[O:25])=[O:20])=[C:15]([O:36][CH2:37][C:38]([O:40][CH2:41][CH2:42][S:43]([C:46]3[CH:51]=[CH:50][C:49]([CH3:52])=[CH:48][CH:47]=3)(=[O:45])=[O:44])=[O:39])[CH:14]=2)(=[O:12])=[O:11])=[C:5]([N+:53]([O-])=O)[CH:4]=1, predict the reaction product. The product is: [NH2:53][C:5]1[CH:4]=[C:3]([O:2][CH3:1])[CH:8]=[CH:7][C:6]=1[NH:9][S:10]([C:13]1[CH:35]=[CH:34][C:16]([O:17][CH2:18][C:19]([O:21][CH2:22][CH2:23][S:24]([C:27]2[CH:28]=[CH:29][C:30]([CH3:33])=[CH:31][CH:32]=2)(=[O:25])=[O:26])=[O:20])=[C:15]([O:36][CH2:37][C:38]([O:40][CH2:41][CH2:42][S:43]([C:46]2[CH:51]=[CH:50][C:49]([CH3:52])=[CH:48][CH:47]=2)(=[O:44])=[O:45])=[O:39])[CH:14]=1)(=[O:11])=[O:12]. (7) Given the reactants FC1C=CC(CNC)=CC=1.[CH3:11][O:12][C:13]1[CH:14]=[C:15]([CH:19]=[CH:20][CH:21]=1)[CH2:16][NH:17][CH3:18].[F:22][C:23]1[CH:45]=[CH:44][C:26]([CH2:27][NH:28][C:29]([C:31]2[S:35][C:34]([C:36]3[CH:41]=[N:40][CH:39]=[C:38](I)[N:37]=3)=[N:33][C:32]=2[CH3:43])=[O:30])=[CH:25][CH:24]=1, predict the reaction product. The product is: [F:22][C:23]1[CH:45]=[CH:44][C:26]([CH2:27][NH:28][C:29]([C:31]2[S:35][C:34]([C:36]3[CH:41]=[N:40][CH:39]=[C:38]([N:17]([CH2:16][C:15]4[CH:19]=[CH:20][CH:21]=[C:13]([O:12][CH3:11])[CH:14]=4)[CH3:18])[N:37]=3)=[N:33][C:32]=2[CH3:43])=[O:30])=[CH:25][CH:24]=1.